This data is from Reaction yield outcomes from USPTO patents with 853,638 reactions. The task is: Predict the reaction yield, written as a fraction of the theoretical maximum amount of product (1.0 means a 100% yield; for example, 0.34 means a 34% yield). The reactants are [CH:1]1([NH:6][C:7]2[CH:12]=[CH:11][N:10]3[N:13]=[C:14]([C:19]4[CH:24]=[CH:23][C:22]([O:25][CH3:26])=[CH:21][CH:20]=4)[C:15]([C:16](=[O:18])[CH3:17])=[C:9]3[CH:8]=2)[CH2:5][CH2:4][CH2:3][CH2:2]1.O.CO[CH:30](OC)[N:31]([CH3:33])[CH3:32]. No catalyst specified. The product is [CH:1]1([NH:6][C:7]2[CH:12]=[CH:11][N:10]3[N:13]=[C:14]([C:19]4[CH:20]=[CH:21][C:22]([O:25][CH3:26])=[CH:23][CH:24]=4)[C:15]([C:16](=[O:18])[CH:17]=[CH:30][N:31]([CH3:33])[CH3:32])=[C:9]3[CH:8]=2)[CH2:5][CH2:4][CH2:3][CH2:2]1. The yield is 0.800.